From a dataset of Full USPTO retrosynthesis dataset with 1.9M reactions from patents (1976-2016). Predict the reactants needed to synthesize the given product. (1) The reactants are: ClC1C=C(C=CC=1)C(OO)=[O:6].[CH2:12]([S:19][CH2:20][CH2:21][NH:22][C:23](=[O:34])[C:24]1[C:29]([C:30]([F:33])([F:32])[F:31])=[CH:28][CH:27]=[N:26][CH:25]=1)[C:13]1[CH:18]=[CH:17][CH:16]=[CH:15][CH:14]=1. Given the product [CH2:12]([S:19]([CH2:20][CH2:21][NH:22][C:23](=[O:34])[C:24]1[C:29]([C:30]([F:33])([F:32])[F:31])=[CH:28][CH:27]=[N:26][CH:25]=1)=[O:6])[C:13]1[CH:14]=[CH:15][CH:16]=[CH:17][CH:18]=1, predict the reactants needed to synthesize it. (2) Given the product [NH2:20][C:18]1[CH:17]=[CH:16][C:3]([O:4][C:5]2[CH:10]=[CH:9][N:8]=[C:7]([NH:11][CH2:12][CH2:13][CH2:14][OH:15])[N:6]=2)=[C:2]([Cl:1])[CH:19]=1, predict the reactants needed to synthesize it. The reactants are: [Cl:1][C:2]1[CH:19]=[C:18]([N+:20]([O-])=O)[CH:17]=[CH:16][C:3]=1[O:4][C:5]1[CH:10]=[CH:9][N:8]=[C:7]([NH:11][CH2:12][CH2:13][CH2:14][OH:15])[N:6]=1.